The task is: Predict the reactants needed to synthesize the given product.. This data is from Full USPTO retrosynthesis dataset with 1.9M reactions from patents (1976-2016). (1) Given the product [O:29]=[C:28]1[N:8]([CH2:7][C:4]2[CH:5]=[CH:6][CH:1]=[CH:2][CH:3]=2)[C@@H:9]2[C:22]([O:13][C:11](=[O:12])[C@@H:10]2[N:14]1[CH2:15][C:16]1[CH:17]=[CH:18][CH:19]=[CH:20][CH:21]=1)=[O:24], predict the reactants needed to synthesize it. The reactants are: [CH:1]1[CH:6]=[CH:5][C:4]([CH2:7][NH:8][CH:9]([C:22]([OH:24])=O)[CH:10]([NH:14][CH2:15][C:16]2[CH:21]=[CH:20][CH:19]=[CH:18][CH:17]=2)[C:11]([OH:13])=[O:12])=[CH:3][CH:2]=1.[OH-].[K+].Cl[C:28](OC1C=CC=CC=1)=[O:29].Cl. (2) The reactants are: Br[C:2]1[C:7]([C:8]([F:11])([F:10])[F:9])=[CH:6][C:5]([NH:12][C:13]2[N:17]=[C:16]([NH2:18])[NH:15][N:14]=2)=[CH:4][C:3]=1[Cl:19].CN1C(C)(C)CC(SC2C=CC(B3OC(C)(C)C(C)(C)O3)=CC=2)CC1(C)C.[CH3:47][S:48]([C:51]1[CH:56]=[CH:55][C:54](B2OC(C)(C)C(C)(C)O2)=[CH:53][CH:52]=1)(=[O:50])=[O:49].C([O-])([O-])=O.[K+].[K+]. Given the product [Cl:19][C:3]1[CH:4]=[C:5]([NH:12][C:13]2[N:17]=[C:16]([NH2:18])[NH:15][N:14]=2)[CH:6]=[C:7]([C:8]([F:11])([F:10])[F:9])[C:2]=1[C:54]1[CH:55]=[CH:56][C:51]([S:48]([CH3:47])(=[O:50])=[O:49])=[CH:52][CH:53]=1, predict the reactants needed to synthesize it. (3) Given the product [C:42]([O:45][C:46](=[O:47])[NH:8][C:6]1[CH:7]=[C:2]([F:1])[C:3]([C:12]([F:13])([F:14])[F:15])=[CH:4][C:5]=1[N+:9]([O-:11])=[O:10])([CH3:44])([CH3:43])[CH3:41], predict the reactants needed to synthesize it. The reactants are: [F:1][C:2]1[C:3]([C:12]([F:15])([F:14])[F:13])=[CH:4][C:5]([N+:9]([O-:11])=[O:10])=[C:6]([NH2:8])[CH:7]=1.NC1C=CC(C(F)(F)F)=C(F)C=1.CC(OC(C)=O)=O.[N+]([O-])(O)=O.[OH-].[Na+].[CH3:41][C:42]([O:45][C:46](O[C:46]([O:45][C:42]([CH3:44])([CH3:43])[CH3:41])=[O:47])=[O:47])([CH3:44])[CH3:43].C(O)(C(F)(F)F)=O. (4) Given the product [ClH:31].[CH2:1]([C:3]1[CH:4]=[CH:5][C:6]([CH2:7][NH:8][CH:9]2[CH2:10][CH2:11][N:12]([CH2:15][CH2:16][N:17]3[C:26]4[C:21](=[CH:22][CH:23]=[C:24]([F:27])[CH:25]=4)[N:20]=[CH:19][C:18]3=[O:28])[CH2:13][CH2:14]2)=[CH:29][CH:30]=1)[CH3:2], predict the reactants needed to synthesize it. The reactants are: [CH2:1]([C:3]1[CH:30]=[CH:29][C:6]([CH2:7][NH:8][CH:9]2[CH2:14][CH2:13][N:12]([CH2:15][CH2:16][N:17]3[C:26]4[C:21](=[CH:22][CH:23]=[C:24]([F:27])[CH:25]=4)[N:20]=[CH:19][C:18]3=[O:28])[CH2:11][CH2:10]2)=[CH:5][CH:4]=1)[CH3:2].[ClH:31].C(OCC)(=O)C.